Dataset: Reaction yield outcomes from USPTO patents with 853,638 reactions. Task: Predict the reaction yield, written as a fraction of the theoretical maximum amount of product (1.0 means a 100% yield; for example, 0.34 means a 34% yield). The reactants are Cl[C:2]1[N:7]=[CH:6][N:5]=[C:4]([NH:8][C@H:9]2[C@@H:13]3[O:14][C:15]([CH3:18])([CH3:17])[O:16][C@@H:12]3[C@@H:11]([CH2:19][OH:20])[CH2:10]2)[CH:3]=1.[NH2:21][C@@H:22]1[C:30]2[C:25](=[CH:26][CH:27]=[CH:28][CH:29]=2)[CH2:24][CH2:23]1. The product is [C@@H:22]1([NH:21][C:2]2[N:7]=[CH:6][N:5]=[C:4]([NH:8][C@H:9]3[C@@H:13]4[O:14][C:15]([CH3:18])([CH3:17])[O:16][C@@H:12]4[C@@H:11]([CH2:19][OH:20])[CH2:10]3)[CH:3]=2)[C:30]2[C:25](=[CH:26][CH:27]=[CH:28][CH:29]=2)[CH2:24][CH2:23]1. The yield is 0.824. The catalyst is C(Cl)Cl.